From a dataset of Full USPTO retrosynthesis dataset with 1.9M reactions from patents (1976-2016). Predict the reactants needed to synthesize the given product. The reactants are: F[P-](F)(F)(F)(F)F.N1(O[P+](N(C)C)(N(C)C)N(C)C)C2C=CC=CC=2N=N1.[S:28]1[CH:32]=[CH:31][CH:30]=[C:29]1[C:33]([OH:35])=O.C(N(C(C)C)CC)(C)C.[CH3:45][O:46][C:47]1[CH:48]=[C:49]([NH:57][C:58]2[N:59]=[CH:60][C:61]3[CH2:67][NH:66][CH2:65][CH2:64][C:62]=3[N:63]=2)[CH:50]=[C:51]([O:55][CH3:56])[C:52]=1[O:53][CH3:54]. Given the product [S:28]1[CH:32]=[CH:31][CH:30]=[C:29]1[C:33]([N:66]1[CH2:65][CH2:64][C:62]2[N:63]=[C:58]([NH:57][C:49]3[CH:48]=[C:47]([O:46][CH3:45])[C:52]([O:53][CH3:54])=[C:51]([O:55][CH3:56])[CH:50]=3)[N:59]=[CH:60][C:61]=2[CH2:67]1)=[O:35], predict the reactants needed to synthesize it.